This data is from Catalyst prediction with 721,799 reactions and 888 catalyst types from USPTO. The task is: Predict which catalyst facilitates the given reaction. Reactant: [C:1](Cl)(=[O:5])[O:2][CH2:3][Cl:4].[O:7]1[CH2:12][CH2:11][CH:10]([OH:13])[CH2:9][CH2:8]1. Product: [C:1](=[O:5])([O:13][CH:10]1[CH2:11][CH2:12][O:7][CH2:8][CH2:9]1)[O:2][CH2:3][Cl:4]. The catalyst class is: 808.